Dataset: Forward reaction prediction with 1.9M reactions from USPTO patents (1976-2016). Task: Predict the product of the given reaction. (1) Given the reactants [NH2:1][C:2]1[C:6]2[C:7]([O:11][CH2:12][C:13]3[CH:18]=[CH:17][CH:16]=[CH:15][CH:14]=3)=[N:8][CH:9]=[CH:10][C:5]=2[N:4]([C:19]2([CH2:32][C:33]#[N:34])[CH2:24][CH2:23][N:22]([C:25]([O:27][C:28]([CH3:31])([CH3:30])[CH3:29])=[O:26])[CH2:21][CH2:20]2)[N:3]=1.CC([O-])=O.[K+].[CH3:40][S:41]([C:44]1[CH:49]=[CH:48][C:47](Br)=[CH:46][CH:45]=1)(=[O:43])=[O:42].C(P(C(C)(C)C)C1C=CC=CC=1C1C(C(C)C)=CC(C(C)C)=CC=1C(C)C)(C)(C)C, predict the reaction product. The product is: [CH2:12]([O:11][C:7]1[C:6]2[C:2]([NH:1][C:47]3[CH:48]=[CH:49][C:44]([S:41]([CH3:40])(=[O:43])=[O:42])=[CH:45][CH:46]=3)=[N:3][N:4]([C:19]3([CH2:32][C:33]#[N:34])[CH2:24][CH2:23][N:22]([C:25]([O:27][C:28]([CH3:29])([CH3:30])[CH3:31])=[O:26])[CH2:21][CH2:20]3)[C:5]=2[CH:10]=[CH:9][N:8]=1)[C:13]1[CH:14]=[CH:15][CH:16]=[CH:17][CH:18]=1. (2) Given the reactants [CH:1]([C:3]1[O:4][C:5]([C:8]([O:10][CH2:11][CH3:12])=[O:9])=[CH:6][N:7]=1)=[CH2:2].[H][H], predict the reaction product. The product is: [CH2:1]([C:3]1[O:4][C:5]([C:8]([O:10][CH2:11][CH3:12])=[O:9])=[CH:6][N:7]=1)[CH3:2].